Dataset: Peptide-MHC class I binding affinity with 185,985 pairs from IEDB/IMGT. Task: Regression. Given a peptide amino acid sequence and an MHC pseudo amino acid sequence, predict their binding affinity value. This is MHC class I binding data. (1) The peptide sequence is SFGAGTLAK. The MHC is HLA-B35:01 with pseudo-sequence HLA-B35:01. The binding affinity (normalized) is 0.0847. (2) The peptide sequence is DIKLIDIAL. The MHC is HLA-B44:02 with pseudo-sequence HLA-B44:02. The binding affinity (normalized) is 0.0847. (3) The peptide sequence is ACQGVGGPGHK. The MHC is HLA-B51:01 with pseudo-sequence HLA-B51:01. The binding affinity (normalized) is 0.0422. (4) The peptide sequence is RTLNLFRYK. The MHC is HLA-A32:07 with pseudo-sequence HLA-A32:07. The binding affinity (normalized) is 0.581. (5) The peptide sequence is GPHRTIHHA. The MHC is HLA-B07:02 with pseudo-sequence HLA-B07:02. The binding affinity (normalized) is 0.200.